From a dataset of Full USPTO retrosynthesis dataset with 1.9M reactions from patents (1976-2016). Predict the reactants needed to synthesize the given product. (1) Given the product [Br:28][C:2]1[N:6]([C:7]2[CH:12]=[CH:11][C:10]([S:13]([CH3:16])(=[O:15])=[O:14])=[CH:9][CH:8]=2)[N:5]=[C:4]([C:17]2[CH:26]=[CH:25][C:20]([C:21]([O:23][CH3:24])=[O:22])=[CH:19][CH:18]=2)[CH:3]=1, predict the reactants needed to synthesize it. The reactants are: O[C:2]1[N:6]([C:7]2[CH:12]=[CH:11][C:10]([S:13]([CH3:16])(=[O:15])=[O:14])=[CH:9][CH:8]=2)[N:5]=[C:4]([C:17]2[CH:26]=[CH:25][C:20]([C:21]([O:23][CH3:24])=[O:22])=[CH:19][CH:18]=2)[CH:3]=1.P(Br)(Br)[Br:28].C(=O)(O)[O-].[Na+]. (2) Given the product [C:12]([CH2:13][CH2:14][N:11]([CH2:3][CH2:2][C:1]#[N:11])[CH2:1][CH2:2][CH2:3][CH2:4][CH2:5][CH2:6][CH2:7][CH2:8][CH2:9][N:10]([CH2:7][CH2:8][C:9]#[N:10])[CH2:14][CH2:13][C:12]#[N:15])#[N:15], predict the reactants needed to synthesize it. The reactants are: [CH2:1]([NH2:11])[CH2:2][CH2:3][CH2:4][CH2:5][CH2:6][CH2:7][CH2:8][CH2:9][NH2:10].[C:12](#[N:15])[CH:13]=[CH2:14]. (3) The reactants are: [CH3:1][C:2]1[N:7]=[C:6]([C:8]([NH:10][C:11]23[CH2:18][C:15]([C:19]([O:21]C)=[O:20])([CH2:16][CH2:17]2)[CH2:14][CH2:13][CH2:12]3)=[O:9])[CH:5]=[N:4][CH:3]=1.[Li+].[OH-]. Given the product [CH3:1][C:2]1[N:7]=[C:6]([C:8]([NH:10][C:11]23[CH2:18][C:15]([C:19]([OH:21])=[O:20])([CH2:16][CH2:17]2)[CH2:14][CH2:13][CH2:12]3)=[O:9])[CH:5]=[N:4][CH:3]=1, predict the reactants needed to synthesize it. (4) Given the product [OH:2][C:3]1[C:8]([OH:9])=[CH:7][CH:6]=[CH:5][C:4]=1[C:11](=[O:21])[CH2:12][C:13]1[CH:18]=[CH:17][CH:16]=[C:15]([OH:19])[CH:14]=1, predict the reactants needed to synthesize it. The reactants are: C[O:2][C:3]1[C:8]([O:9]C)=[CH:7][CH:6]=[CH:5][C:4]=1[C:11](=[O:21])[CH2:12][C:13]1[CH:18]=[CH:17][CH:16]=[C:15]([O:19]C)[CH:14]=1.ClCCl.B(Br)(Br)Br. (5) Given the product [C:1]([C:3]1[C:4]([C:19]([F:22])([F:21])[F:20])=[C:5]2[C:9](=[CH:10][CH:11]=1)[N:8]([C:12]([CH3:25])([CH3:17])[C:13]([O:15][CH3:16])=[O:14])[C:7]([CH3:18])=[CH:6]2)#[N:2], predict the reactants needed to synthesize it. The reactants are: [C:1]([C:3]1[C:4]([C:19]([F:22])([F:21])[F:20])=[C:5]2[C:9](=[CH:10][CH:11]=1)[N:8]([CH:12]([CH3:17])[C:13]([O:15][CH3:16])=[O:14])[C:7]([CH3:18])=[CH:6]2)#[N:2].IC.[CH3:25]C([O-])(C)C.[K+].